Dataset: Forward reaction prediction with 1.9M reactions from USPTO patents (1976-2016). Task: Predict the product of the given reaction. (1) Given the reactants I[CH2:2][CH2:3][CH2:4][S:5][CH2:6][CH2:7][CH2:8][C:9]([F:15])([F:14])[C:10]([F:13])([F:12])[F:11].[CH3:16][NH2:17], predict the reaction product. The product is: [CH3:16][NH:17][CH2:2][CH2:3][CH2:4][S:5][CH2:6][CH2:7][CH2:8][C:9]([F:15])([F:14])[C:10]([F:13])([F:12])[F:11]. (2) Given the reactants [C:1]1([CH3:8])[C:6]([OH:7])=CC=C[CH:2]=1.CC(C1C=CC(C[N+:20]2([CH3:40])C3C[CH:26]([O:28][C:29]([CH:31]([C:34]4[CH:39]=C[CH:37]=[CH:36][CH:35]=4)CO)=[O:30])CC2CC3)=CC=1)(C)C.[Br-].CC[O:44]CCO[CH2:48][CH2:49][O:50][C:51]([CH3:53])=[O:52].[C:58]1([CH:61]=[CH:60][C:58]([OH:59])=[CH:61][CH:60]=1)[OH:59].C1(P(C2C=CC=CC=2)C2C=CC=CC=2)C=CC=CC=1.[C:81]([OH:85])(=[O:84])[CH:82]=[CH2:83], predict the reaction product. The product is: [NH2:20][C:51]([O:50][CH2:49][CH3:48])=[O:52].[N-:20]=[C:6]=[O:7].[N-:20]=[C:40]=[O:44].[O:52]=[C:51]1[CH2:53][C:36]([CH3:37])([CH3:1])[CH2:35][C:34]([CH3:31])=[CH:39]1.[C:29]([O:28][CH2:26][C:1]([CH2:2][OH:44])([CH2:6][O:7][C:58](=[O:59])[CH:60]=[CH2:61])[CH2:8][O:84][C:81](=[O:85])[CH:82]=[CH2:83])(=[O:30])[CH:31]=[CH2:34].